From a dataset of Forward reaction prediction with 1.9M reactions from USPTO patents (1976-2016). Predict the product of the given reaction. (1) Given the reactants [CH3:1][O:2][C:3]1[CH:8]=[CH:7][C:6]([O:9][CH3:10])=[CH:5][C:4]=1[S:11]([NH:14][C@@H:15]1[CH2:19][CH2:18][N:17]([C:20]([O:22][C:23]([CH3:26])([CH3:25])[CH3:24])=[O:21])[CH2:16]1)(=[O:13])=[O:12].[H-].[Na+].Br[CH2:30][CH:31]1[CH2:36][CH2:35][CH2:34][CH2:33][CH2:32]1, predict the reaction product. The product is: [CH3:1][O:2][C:3]1[CH:8]=[CH:7][C:6]([O:9][CH3:10])=[CH:5][C:4]=1[S:11]([N:14]([CH2:30][CH:31]1[CH2:36][CH2:35][CH2:34][CH2:33][CH2:32]1)[C@@H:15]1[CH2:19][CH2:18][N:17]([C:20]([O:22][C:23]([CH3:26])([CH3:25])[CH3:24])=[O:21])[CH2:16]1)(=[O:12])=[O:13]. (2) Given the reactants [Br:1][C:2]1[CH:7]=[C:6]([F:8])[C:5]([F:9])=[CH:4][C:3]=1[OH:10].Cl[C:12]([F:17])([F:16])C([O-])=O.[Na+].C(=O)([O-])[O-].[K+].[K+], predict the reaction product. The product is: [Br:1][C:2]1[CH:7]=[C:6]([F:8])[C:5]([F:9])=[CH:4][C:3]=1[O:10][CH:12]([F:17])[F:16].